This data is from Forward reaction prediction with 1.9M reactions from USPTO patents (1976-2016). The task is: Predict the product of the given reaction. (1) Given the reactants [Cl:1][C:2]1[CH:3]=[C:4]([O:8][CH2:9][C:10]2[CH:18]=[CH:17][C:13]([C:14](O)=[O:15])=[CH:12][CH:11]=2)[CH:5]=[N:6][CH:7]=1.[CH3:19][S:20]([NH2:23])(=[O:22])=[O:21].C1CCN2C(=NCCC2)CC1, predict the reaction product. The product is: [Cl:1][C:2]1[CH:3]=[C:4]([O:8][CH2:9][C:10]2[CH:18]=[CH:17][C:13]([C:14]([NH:23][S:20]([CH3:19])(=[O:22])=[O:21])=[O:15])=[CH:12][CH:11]=2)[CH:5]=[N:6][CH:7]=1. (2) Given the reactants [C:1]([C:3]1[CH:4]=[CH:5][C:6]([N:9]2[CH2:14][CH2:13][NH:12][CH:11]([C:15]([O:17][CH3:18])=[O:16])[CH2:10]2)=[N:7][CH:8]=1)#[N:2].[F:19][C:20]([F:36])([F:35])[C:21]1[O:25][N:24]=[C:23]([C:26]2[CH:27]=[C:28]([CH:32]=[CH:33][CH:34]=2)[C:29](O)=[O:30])[N:22]=1, predict the reaction product. The product is: [C:1]([C:3]1[CH:4]=[CH:5][C:6]([N:9]2[CH2:14][CH2:13][N:12]([C:29](=[O:30])[C:28]3[CH:32]=[CH:33][CH:34]=[C:26]([C:23]4[N:22]=[C:21]([C:20]([F:36])([F:35])[F:19])[O:25][N:24]=4)[CH:27]=3)[CH:11]([C:15]([O:17][CH3:18])=[O:16])[CH2:10]2)=[N:7][CH:8]=1)#[N:2]. (3) Given the reactants [C:1]([C:3]1([NH:6][C:7]([C@@H:9]2[CH2:13][C@@H:12]([S:14]([C:17]3[CH:22]=[CH:21][C:20](F)=[CH:19][C:18]=3[C:24]([F:27])([F:26])[F:25])(=[O:16])=[O:15])[CH2:11][C@H:10]2[C:28]([N:30]2[CH2:33][C:32]([F:35])([F:34])[CH2:31]2)=[O:29])=[O:8])[CH2:5][CH2:4]1)#[N:2].[C:36]([N:40]1[CH2:45][CH2:44][NH:43][CH2:42][CH2:41]1)([CH3:39])([CH3:38])[CH3:37], predict the reaction product. The product is: [C:1]([C:3]1([NH:6][C:7]([C@@H:9]2[CH2:13][C@@H:12]([S:14]([C:17]3[CH:22]=[CH:21][C:20]([N:43]4[CH2:44][CH2:45][N:40]([C:36]([CH3:39])([CH3:38])[CH3:37])[CH2:41][CH2:42]4)=[CH:19][C:18]=3[C:24]([F:27])([F:26])[F:25])(=[O:16])=[O:15])[CH2:11][C@H:10]2[C:28]([N:30]2[CH2:31][C:32]([F:35])([F:34])[CH2:33]2)=[O:29])=[O:8])[CH2:4][CH2:5]1)#[N:2]. (4) Given the reactants C([NH:4][C:5]1[CH:10]=[CH:9][C:8]([S:11](Cl)(=[O:13])=[O:12])=[CH:7][C:6]=1[Cl:15])(=O)C.[CH3:16][NH:17][CH3:18].Cl.CO, predict the reaction product. The product is: [NH2:4][C:5]1[CH:10]=[CH:9][C:8]([S:11]([N:17]([CH3:18])[CH3:16])(=[O:13])=[O:12])=[CH:7][C:6]=1[Cl:15]. (5) Given the reactants [CH2:1]([O:4][N:5]([C@H:18]1[CH2:23][N:22]([C:24]([O:26][C:27]([CH3:30])([CH3:29])[CH3:28])=[O:25])[C@H:21]([CH2:31][O:32][Si](C(C)(C)C)(C)C)[C:20]([CH3:40])=[CH:19]1)[S:6]([C:9]1[CH:14]=[CH:13][CH:12]=[CH:11][C:10]=1[N+:15]([O-:17])=[O:16])(=[O:8])=[O:7])[CH:2]=[CH2:3].[F-].C([N+](CCCC)(CCCC)CCCC)CCC, predict the reaction product. The product is: [CH2:1]([O:4][N:5]([C@H:18]1[CH2:23][N:22]([C:24]([O:26][C:27]([CH3:29])([CH3:28])[CH3:30])=[O:25])[C@H:21]([CH2:31][OH:32])[C:20]([CH3:40])=[CH:19]1)[S:6]([C:9]1[CH:14]=[CH:13][CH:12]=[CH:11][C:10]=1[N+:15]([O-:17])=[O:16])(=[O:8])=[O:7])[CH:2]=[CH2:3]. (6) The product is: [Cl:17][C:4]1[CH:3]=[C:2]([C:20]2[CH:19]=[N:18][CH:23]=[CH:22][CH:21]=2)[C:10]2[N:9]3[CH2:11][CH2:12][NH:13][C:14](=[O:15])[C:8]3=[C:7]([CH3:16])[C:6]=2[CH:5]=1. Given the reactants Br[C:2]1[C:10]2[N:9]3[CH2:11][CH2:12][NH:13][C:14](=[O:15])[C:8]3=[C:7]([CH3:16])[C:6]=2[CH:5]=[C:4]([Cl:17])[CH:3]=1.[N:18]1[CH:23]=[CH:22][CH:21]=[C:20](B(O)O)[CH:19]=1, predict the reaction product.